Dataset: Reaction yield outcomes from USPTO patents with 853,638 reactions. Task: Predict the reaction yield, written as a fraction of the theoretical maximum amount of product (1.0 means a 100% yield; for example, 0.34 means a 34% yield). The reactants are [Cl:1][C:2]1[CH:3]=[C:4]([O:13][CH:14]2[CH2:19][CH2:18][O:17][CH2:16][CH2:15]2)[C:5]([CH3:12])=[C:6]([CH:11]=1)[C:7]([O:9]C)=[O:8].CO.[OH-].[Na+].Cl. No catalyst specified. The product is [Cl:1][C:2]1[CH:3]=[C:4]([O:13][CH:14]2[CH2:19][CH2:18][O:17][CH2:16][CH2:15]2)[C:5]([CH3:12])=[C:6]([CH:11]=1)[C:7]([OH:9])=[O:8]. The yield is 0.625.